Predict the product of the given reaction. From a dataset of Forward reaction prediction with 1.9M reactions from USPTO patents (1976-2016). (1) Given the reactants [CH3:1][N:2]([CH3:21])[C:3]1[CH:8]=[CH:7][C:6]([NH:9][C:10]2[O:11][CH2:12][C:13](=[O:20])[C:14]=2[C:15]([O:17][CH2:18][CH3:19])=[O:16])=[CH:5][CH:4]=1.[NH:22]1[C:30]2[C:25](=[CH:26][CH:27]=[CH:28][N:29]=2)[C:24]([CH:31]=O)=[CH:23]1.[ClH:33], predict the reaction product. The product is: [ClH:33].[NH:22]1[C:30]2=[N:29][CH:28]=[CH:27][CH:26]=[C:25]2[C:24]([CH:31]=[C:12]2[O:11][C:10]([NH:9][C:6]3[CH:7]=[CH:8][C:3]([N:2]([CH3:1])[CH3:21])=[CH:4][CH:5]=3)=[C:14]([C:15]([O:17][CH2:18][CH3:19])=[O:16])[C:13]2=[O:20])=[CH:23]1. (2) Given the reactants Br[C:2]1[N:7]=[C:6]([NH:8][C:9](=[O:14])[C:10]([CH3:13])([CH3:12])[CH3:11])[CH:5]=[CH:4][CH:3]=1.[CH:15]1(B(O)O)[CH2:17][CH2:16]1.C1(P(C2CCCCC2)C2CCCCC2)CCCCC1.[O-]P([O-])([O-])=O.[K+].[K+].[K+], predict the reaction product. The product is: [CH:15]1([C:2]2[N:7]=[C:6]([NH:8][C:9](=[O:14])[C:10]([CH3:13])([CH3:12])[CH3:11])[CH:5]=[CH:4][CH:3]=2)[CH2:17][CH2:16]1. (3) Given the reactants [NH2:1][C:2]1[N:11]=[CH:10][C:9]2[CH2:8][CH2:7][C:6]3[C:12]([C:16]([NH:18][C:19]4[C:24]([CH2:25][CH3:26])=[CH:23][CH:22]=[CH:21][C:20]=4[CH2:27][CH3:28])=[O:17])=[N:13][N:14]([CH3:15])[C:5]=3[C:4]=2[N:3]=1.[C:29]([N:36]1[CH2:41][CH2:40][C:39](=O)[CH2:38][CH2:37]1)([O:31][C:32]([CH3:35])([CH3:34])[CH3:33])=[O:30].C(O)(C(F)(F)F)=O.[BH-](OC(C)=O)(OC(C)=O)OC(C)=O.[Na+].[OH-].[Na+], predict the reaction product. The product is: [CH2:27]([C:20]1[CH:21]=[CH:22][CH:23]=[C:24]([CH2:25][CH3:26])[C:19]=1[NH:18][C:16]([C:12]1[C:6]2[CH2:7][CH2:8][C:9]3[CH:10]=[N:11][C:2]([NH:1][CH:39]4[CH2:40][CH2:41][N:36]([C:29]([O:31][C:32]([CH3:35])([CH3:34])[CH3:33])=[O:30])[CH2:37][CH2:38]4)=[N:3][C:4]=3[C:5]=2[N:14]([CH3:15])[N:13]=1)=[O:17])[CH3:28]. (4) Given the reactants O[CH2:2][C:3]1([CH2:7][OH:8])[CH2:6][CH2:5][CH2:4]1.C1(P(C2C=CC=CC=2)C2C=CC=CC=2)C=CC=CC=1.[CH3:28][N:29]1[CH:33]=[CH:32][N:31]=[C:30]1[SH:34], predict the reaction product. The product is: [CH3:28][N:29]1[CH:33]=[CH:32][N:31]=[C:30]1[S:34][CH2:2][C:3]1([CH2:7][OH:8])[CH2:6][CH2:5][CH2:4]1. (5) Given the reactants C([O:3][C:4](=[O:20])[C@@H:5]([O:18][CH3:19])[CH2:6][C:7]1[CH:12]=[CH:11][C:10]([O:13][CH2:14][C:15]([OH:17])=O)=[CH:9][CH:8]=1)C.[F:21][C:22]1[CH:27]=[CH:26][C:25]([N:28]2[CH2:33][CH2:32][NH:31][CH2:30][CH2:29]2)=[CH:24][CH:23]=1.C(O[C@@H](CC1C=CC(O[C@@H](C(=O)NCCC2C=CC(OC3C=CC=CC=3)=CC=2)C)=CC=1)C(O)=O)C, predict the reaction product. The product is: [F:21][C:22]1[CH:23]=[CH:24][C:25]([N:28]2[CH2:33][CH2:32][N:31]([C:15](=[O:17])[CH2:14][O:13][C:10]3[CH:9]=[CH:8][C:7]([CH2:6][C@H:5]([O:18][CH3:19])[C:4]([OH:3])=[O:20])=[CH:12][CH:11]=3)[CH2:30][CH2:29]2)=[CH:26][CH:27]=1.